Task: Predict the reaction yield, written as a fraction of the theoretical maximum amount of product (1.0 means a 100% yield; for example, 0.34 means a 34% yield).. Dataset: Reaction yield outcomes from USPTO patents with 853,638 reactions The reactants are [CH2:1]([O:8][C:9]1[CH:10]=[C:11]([NH2:16])[CH:12]=[C:13]([Br:15])[CH:14]=1)[C:2]1[CH:7]=[CH:6][CH:5]=[CH:4][CH:3]=1.[C:17]([N:25]=[C:26]=[S:27])(=[O:24])[C:18]1[CH:23]=[CH:22][CH:21]=[CH:20][CH:19]=1. The catalyst is CC(C)=O. The product is [C:17]([NH:25][C:26]([NH:16][C:11]1[CH:12]=[C:13]([Br:15])[CH:14]=[C:9]([O:8][CH2:1][C:2]2[CH:3]=[CH:4][CH:5]=[CH:6][CH:7]=2)[CH:10]=1)=[S:27])(=[O:24])[C:18]1[CH:23]=[CH:22][CH:21]=[CH:20][CH:19]=1. The yield is 0.890.